From a dataset of Catalyst prediction with 721,799 reactions and 888 catalyst types from USPTO. Predict which catalyst facilitates the given reaction. (1) Reactant: C(=O)([O-])[O-].[Na+].[Na+].[CH:7]12[CH2:16][CH:11]3[CH2:12][CH:13]([CH2:15][CH:9]([CH2:10]3)[CH:8]1[NH:17][C:18]([C:20]1[C:21](Cl)=[N:22][C:23]([Cl:26])=[CH:24][CH:25]=1)=[O:19])[CH2:14]2.[CH:28]1([SH:33])[CH2:32][CH2:31][CH2:30][CH2:29]1. Product: [CH:9]12[CH2:15][CH:13]3[CH2:12][CH:11]([CH2:16][CH:7]([CH2:14]3)[CH:8]1[NH:17][C:18]([C:20]1[C:21]([S:33][CH:28]3[CH2:32][CH2:31][CH2:30][CH2:29]3)=[N:22][C:23]([Cl:26])=[CH:24][CH:25]=1)=[O:19])[CH2:10]2. The catalyst class is: 3. (2) Reactant: Cl.[F:2][C:3]1([F:19])[O:7][C:6]2[CH:8]=[CH:9][C:10]([CH2:12][CH:13]3[CH2:18][CH2:17][CH2:16][NH:15][CH2:14]3)=[CH:11][C:5]=2[O:4]1.CCN(CC)CC.C1([O:33][C:34](=O)[NH:35][C:36]2[CH:37]=[N:38][CH:39]=[CH:40][CH:41]=2)C=CC=CC=1. The catalyst class is: 23. Product: [N:38]1[CH:39]=[CH:40][CH:41]=[C:36]([NH:35][C:34]([N:15]2[CH2:16][CH2:17][CH2:18][CH:13]([CH2:12][C:10]3[CH:9]=[CH:8][C:6]4[O:7][C:3]([F:2])([F:19])[O:4][C:5]=4[CH:11]=3)[CH2:14]2)=[O:33])[CH:37]=1. (3) Product: [Cl:15][SiH:16]1[N:5]([C:1]([CH3:3])([CH3:4])[CH3:2])[CH:6]=[CH:7][N:8]1[C:9]([CH3:12])([CH3:11])[CH3:10]. The catalyst class is: 81. Reactant: [C:1]([N-:5][CH:6]=[CH:7][N-:8][C:9]([CH3:12])([CH3:11])[CH3:10])([CH3:4])([CH3:3])[CH3:2].[Li+].[Li+].[Cl:15][SiH:16](Cl)Cl. (4) Reactant: C(NC(C)C)(C)C.C([Li])CCC.[CH2:13]([N:20]1[CH2:25][CH2:24][CH:23]([CH2:26][C:27]([O:29][CH3:30])=[O:28])[CH2:22][CH2:21]1)[C:14]1[CH:19]=[CH:18][CH:17]=[CH:16][CH:15]=1.[N+:31]([C:34]1[CH:41]=[CH:40][CH:39]=[CH:38][C:35]=1[CH:36]=[O:37])([O-:33])=[O:32]. Product: [CH2:13]([N:20]1[CH2:25][CH2:24][CH:23]([CH:26]([CH:36]([OH:37])[C:35]2[CH:38]=[CH:39][CH:40]=[CH:41][C:34]=2[N+:31]([O-:33])=[O:32])[C:27]([O:29][CH3:30])=[O:28])[CH2:22][CH2:21]1)[C:14]1[CH:15]=[CH:16][CH:17]=[CH:18][CH:19]=1. The catalyst class is: 7. (5) Reactant: [K:1].Cl[P:3]([C:10]1[CH:15]=[CH:14][CH:13]=[CH:12][CH:11]=1)[C:4]1[CH:9]=[CH:8][CH:7]=[CH:6][CH:5]=1. Product: [K:1].[C:10]1([PH:3][C:4]2[CH:5]=[CH:6][CH:7]=[CH:8][CH:9]=2)[CH:11]=[CH:12][CH:13]=[CH:14][CH:15]=1. The catalyst class is: 504. (6) Reactant: [Br:1][C:2]1[CH:3]=[C:4]([C:11]2[C:15]([CH:16]=[C:17]3[S:21][C:20](=[O:22])[NH:19][C:18]3=[O:23])=[CH:14][N:13]([C:24]3[CH:29]=[CH:28][CH:27]=[CH:26][CH:25]=3)[N:12]=2)[CH:5]=[CH:6][C:7]=1[O:8][CH2:9][CH3:10].[H-].[Na+].Br[CH2:33][CH3:34].O. Product: [Br:1][C:2]1[CH:3]=[C:4]([C:11]2[C:15]([CH:16]=[C:17]3[S:21][C:20](=[O:22])[N:19]([CH2:33][CH3:34])[C:18]3=[O:23])=[CH:14][N:13]([C:24]3[CH:25]=[CH:26][CH:27]=[CH:28][CH:29]=3)[N:12]=2)[CH:5]=[CH:6][C:7]=1[O:8][CH2:9][CH3:10]. The catalyst class is: 9. (7) Reactant: [C:1]([O:5][C@@H:6]([C:11]1[C:32]([CH3:33])=[CH:31][C:14]2[N:15]=[C:16]([C:18]3[CH:23]=[CH:22][N:21]=[C:20]([N:24]4[CH2:29][CH2:28][NH:27][C@@H:26]([CH3:30])[CH2:25]4)[N:19]=3)[S:17][C:13]=2[C:12]=1[C:34]1[CH:39]=[CH:38][C:37]([Cl:40])=[CH:36][CH:35]=1)[C:7]([O:9][CH3:10])=[O:8])([CH3:4])([CH3:3])[CH3:2].C(O[BH-](OC(=O)C)OC(=O)C)(=O)C.[Na+].C(O)(=O)C.[CH3:59][C:60]([CH3:62])=O. Product: [C:1]([O:5][C@@H:6]([C:11]1[C:32]([CH3:33])=[CH:31][C:14]2[N:15]=[C:16]([C:18]3[CH:23]=[CH:22][N:21]=[C:20]([N:24]4[CH2:29][CH2:28][N:27]([CH:60]([CH3:62])[CH3:59])[C@@H:26]([CH3:30])[CH2:25]4)[N:19]=3)[S:17][C:13]=2[C:12]=1[C:34]1[CH:35]=[CH:36][C:37]([Cl:40])=[CH:38][CH:39]=1)[C:7]([O:9][CH3:10])=[O:8])([CH3:2])([CH3:3])[CH3:4]. The catalyst class is: 3.